Dataset: Catalyst prediction with 721,799 reactions and 888 catalyst types from USPTO. Task: Predict which catalyst facilitates the given reaction. (1) Reactant: [F:1][C:2]([F:22])([F:21])[C:3]1[N:8]=[N:7][C:6]([C:9]2([CH2:12][NH:13]C(=O)OC(C)(C)C)[CH2:11][CH2:10]2)=[CH:5][CH:4]=1.[ClH:23]. Product: [ClH:23].[F:22][C:2]([F:1])([F:21])[C:3]1[N:8]=[N:7][C:6]([C:9]2([CH2:12][NH2:13])[CH2:11][CH2:10]2)=[CH:5][CH:4]=1. The catalyst class is: 12. (2) Reactant: [CH3:1][O:2][C:3]([C:5]1[S:6][C:7]([C:28]#[C:29][C:30]([CH3:33])([CH3:32])[CH3:31])=[CH:8][C:9]=1[N:10]([CH2:20][C:21]([O:23]C(C)(C)C)=[O:22])[C:11]([C@H:13]1[CH2:18][CH2:17][C@H:16]([CH3:19])[CH2:15][CH2:14]1)=[O:12])=[O:4].FC(F)(F)C(O)=O. Product: [CH3:1][O:2][C:3]([C:5]1[S:6][C:7]([C:28]#[C:29][C:30]([CH3:31])([CH3:33])[CH3:32])=[CH:8][C:9]=1[N:10]([CH2:20][C:21]([OH:23])=[O:22])[C:11]([C@H:13]1[CH2:18][CH2:17][C@H:16]([CH3:19])[CH2:15][CH2:14]1)=[O:12])=[O:4]. The catalyst class is: 2.